The task is: Predict the reaction yield, written as a fraction of the theoretical maximum amount of product (1.0 means a 100% yield; for example, 0.34 means a 34% yield).. This data is from Reaction yield outcomes from USPTO patents with 853,638 reactions. The reactants are [O:1]=[C:2]1[C:7]2[CH:8]=[CH:9][CH:10]=[CH:11][C:6]=2[S:5][C:4]([C:12]2[N:17]=[C:16]([CH2:18][S:19][CH2:20][C:21]([O:23][CH3:24])=[O:22])[CH:15]=[CH:14][CH:13]=2)=[N:3]1.ClC1C=CC=C(C(OO)=[O:33])C=1. The catalyst is C(Cl)(Cl)Cl. The product is [O:1]=[C:2]1[C:7]2[CH:8]=[CH:9][CH:10]=[CH:11][C:6]=2[S:5][C:4]([C:12]2[N:17]=[C:16]([CH2:18][S:19]([CH2:20][C:21]([O:23][CH3:24])=[O:22])=[O:33])[CH:15]=[CH:14][CH:13]=2)=[N:3]1. The yield is 0.920.